Dataset: Catalyst prediction with 721,799 reactions and 888 catalyst types from USPTO. Task: Predict which catalyst facilitates the given reaction. (1) Reactant: [Cl:1][C:2]1[CH:3]=[C:4]([NH:9][C:10]2[C:19]3[C:14](=[CH:15][C:16]([O:23][CH2:24][CH2:25][CH2:26][N:27]4[CH2:32][CH2:31][O:30][CH2:29][CH2:28]4)=[C:17]([N+:20]([O-])=O)[CH:18]=3)[N:13]=[CH:12][N:11]=2)[CH:5]=[CH:6][C:7]=1[F:8]. Product: [Cl:1][C:2]1[CH:3]=[C:4]([NH:9][C:10]2[C:19]3[C:14](=[CH:15][C:16]([O:23][CH2:24][CH2:25][CH2:26][N:27]4[CH2:28][CH2:29][O:30][CH2:31][CH2:32]4)=[C:17]([NH2:20])[CH:18]=3)[N:13]=[CH:12][N:11]=2)[CH:5]=[CH:6][C:7]=1[F:8]. The catalyst class is: 814. (2) The catalyst class is: 12. Product: [CH3:12][O:11][C:4]1[CH:3]=[C:2]([NH:13][CH2:14][CH2:15][CH2:16][N:17]2[CH2:21][CH2:20][CH2:19][CH2:18]2)[CH:7]=[CH:6][C:5]=1[N+:8]([O-:10])=[O:9]. Reactant: F[C:2]1[CH:7]=[CH:6][C:5]([N+:8]([O-:10])=[O:9])=[C:4]([O:11][CH3:12])[CH:3]=1.[NH2:13][CH2:14][CH2:15][CH2:16][N:17]1[CH2:21][CH2:20][CH2:19][CH2:18]1.C(N(C(C)C)CC)(C)C. (3) Reactant: [CH3:1][O:2][C:3](=[O:27])[CH2:4][C:5]1[CH:6]=[C:7]([C:17]2[CH:22]=[CH:21][CH:20]=[CH:19][C:18]=2[CH2:23][NH:24][CH2:25][CH3:26])[C:8]([O:15][CH3:16])=[CH:9][C:10]=1C(F)(F)F.C(N(CC)CC)C.[F:35][C:36]([F:47])([F:46])[C:37](O[C:37](=[O:38])[C:36]([F:47])([F:46])[F:35])=[O:38]. Product: [CH3:1][O:2][C:3](=[O:27])[CH2:4][C:5]1[CH:6]=[C:7]([C:17]2[CH:22]=[CH:21][C:20]([C:36]([F:47])([F:46])[F:35])=[CH:19][C:18]=2[CH2:23][N:24]([CH2:25][CH3:26])[C:37](=[O:38])[C:36]([F:47])([F:46])[F:35])[C:8]([O:15][CH3:16])=[CH:9][CH:10]=1. The catalyst class is: 34. (4) Product: [C:60]([O:59][C:57]([N:53]1[CH2:54][C@H:55]([OH:56])[C@H:51]([NH:50][C:12]([C:11]2[CH:10]=[N:9][C:8]([C:4]3[CH:5]=[CH:6][CH:7]=[C:2]([F:1])[CH:3]=3)=[CH:16][CH:15]=2)=[O:14])[CH2:52]1)=[O:58])([CH3:63])([CH3:61])[CH3:62]. The catalyst class is: 3. Reactant: [F:1][C:2]1[CH:3]=[C:4]([C:8]2[CH:16]=[CH:15][C:11]([C:12]([OH:14])=O)=[CH:10][N:9]=2)[CH:5]=[CH:6][CH:7]=1.CN(C(ON1N=NC2C=CC=NC1=2)=[N+](C)C)C.F[P-](F)(F)(F)(F)F.CCN(C(C)C)C(C)C.[NH2:50][C@H:51]1[C@@H:55]([OH:56])[CH2:54][N:53]([C:57]([O:59][C:60]([CH3:63])([CH3:62])[CH3:61])=[O:58])[CH2:52]1.